From a dataset of Human liver microsome stability data. Regression/Classification. Given a drug SMILES string, predict its absorption, distribution, metabolism, or excretion properties. Task type varies by dataset: regression for continuous measurements (e.g., permeability, clearance, half-life) or binary classification for categorical outcomes (e.g., BBB penetration, CYP inhibition). Dataset: hlm. (1) The compound is COC(=O)Nc1ccc2c(c1)N[C@@H](C(=O)O)CCCC[C@H](NC(=O)C=Cc1cc(Cl)ccc1-n1cnnn1)c1nc-2c[nH]1. The result is 0 (unstable in human liver microsomes). (2) The molecule is Cc1ccncc1C#CCN. The result is 1 (stable in human liver microsomes).